From a dataset of Forward reaction prediction with 1.9M reactions from USPTO patents (1976-2016). Predict the product of the given reaction. (1) Given the reactants Br[C:2]1[CH:11]=[CH:10][C:9]2[N:8]=[C:7]3[CH:12]=[N:13][N:14]([CH3:15])[C:6]3=[C:5](Cl)[C:4]=2[CH:3]=1.C([Sn]([CH2:30][C:31]1[CH:32]=[C:33]([CH:36]=[CH:37][CH:38]=1)[C:34]#[N:35])(CCCC)CCCC)CCC.[OH2:39], predict the reaction product. The product is: [CH3:15][N:14]1[C:6]2[C:5](=[O:39])[C:4]3[CH:3]=[C:2]([CH2:30][C:31]4[CH:32]=[C:33]([CH:36]=[CH:37][CH:38]=4)[C:34]#[N:35])[CH:11]=[CH:10][C:9]=3[NH:8][C:7]=2[CH:12]=[N:13]1. (2) Given the reactants I[C:2]1[C:10]2[C:5](=[N:6][CH:7]=[N:8][C:9]=2[NH2:11])[N:4]([CH:12]2[CH2:17][CH2:16][N:15]([CH:18]3[CH2:24][CH:23]4[N:25]([CH3:26])[CH:20]([CH2:21][CH2:22]4)[CH2:19]3)[CH2:14][CH2:13]2)[N:3]=1.[CH3:27][N:28]1[C:36]2[C:31](=[CH:32][CH:33]=[CH:34][CH:35]=2)[CH:30]=[C:29]1[C:37]([NH:39][C:40]1[CH:45]=[CH:44][C:43](B2OC(C)(C)C(C)(C)O2)=[CH:42][CH:41]=1)=[O:38].C(=O)([O-])[O-].[Na+].[Na+], predict the reaction product. The product is: [NH2:11][C:9]1[N:8]=[CH:7][N:6]=[C:5]2[N:4]([CH:12]3[CH2:17][CH2:16][N:15]([CH:18]4[CH2:24][CH:23]5[N:25]([CH3:26])[CH:20]([CH2:21][CH2:22]5)[CH2:19]4)[CH2:14][CH2:13]3)[N:3]=[C:2]([C:43]3[CH:44]=[CH:45][C:40]([NH:39][C:37]([C:29]4[N:28]([CH3:27])[C:36]5[C:31]([CH:30]=4)=[CH:32][CH:33]=[CH:34][CH:35]=5)=[O:38])=[CH:41][CH:42]=3)[C:10]=12.